Task: Predict which catalyst facilitates the given reaction.. Dataset: Catalyst prediction with 721,799 reactions and 888 catalyst types from USPTO (1) Reactant: [O:1]=[C:2]1[N:6]([CH2:7][C:8]([OH:10])=O)[C:5]2[CH:11]=[CH:12][CH:13]=[CH:14][C:4]=2[N:3]1[C:15]1[CH:20]=[CH:19][CH:18]=[CH:17][N:16]=1.[NH2:21][C:22]1[N:27]=[CH:26][C:25]2[CH2:28][C:29]3([CH2:39][C:24]=2[CH:23]=1)[C:37]1[C:32](=[N:33][CH:34]=[CH:35][CH:36]=1)[NH:31][C:30]3=[O:38].CN(C(ON1N=NC2C=CC=NC1=2)=[N+](C)C)C.F[P-](F)(F)(F)(F)F.CN1CCOCC1. Product: [NH4+:3].[OH-:1].[O:1]=[C:2]1[N:6]([CH2:7][C:8]([NH:21][C:22]2[N:27]=[CH:26][C:25]3[CH2:28][C:29]4([CH2:39][C:24]=3[CH:23]=2)[C:37]2[C:32](=[N:33][CH:34]=[CH:35][CH:36]=2)[NH:31][C:30]4=[O:38])=[O:10])[C:5]2[CH:11]=[CH:12][CH:13]=[CH:14][C:4]=2[N:3]1[C:15]1[CH:20]=[CH:19][CH:18]=[CH:17][N:16]=1. The catalyst class is: 3. (2) Reactant: [Cl:1][C:2]1[CH:7]=[CH:6][C:5]([CH2:8][C:9]#[N:10])=[C:4]([F:11])[CH:3]=1.[F:12][C:13]1[CH:14]=[C:15]([CH:18]=[CH:19][CH:20]=1)[CH:16]=O.C[O-].[Na+]. Product: [Cl:1][C:2]1[CH:7]=[CH:6][C:5](/[C:8](=[CH:16]/[C:15]2[CH:18]=[CH:19][CH:20]=[C:13]([F:12])[CH:14]=2)/[C:9]#[N:10])=[C:4]([F:11])[CH:3]=1. The catalyst class is: 5. (3) The catalyst class is: 138. Reactant: Cl.[NH2:2][OH:3].[C:4]([C:6]1[CH:7]=[C:8]2[C:13](=[CH:14][CH:15]=1)[C:12](=[O:16])[N:11]([C:17]1[CH:22]=[CH:21][C:20]([F:23])=[CH:19][CH:18]=1)[C:10]([CH2:24][CH2:25][CH2:26][CH2:27][C:28]([O:30][C:31]([CH3:34])([CH3:33])[CH3:32])=[O:29])=[CH:9]2)#[N:5].C([O-])([O-])=O.[K+].[K+]. Product: [F:23][C:20]1[CH:21]=[CH:22][C:17]([N:11]2[C:10]([CH2:24][CH2:25][CH2:26][CH2:27][C:28]([O:30][C:31]([CH3:34])([CH3:33])[CH3:32])=[O:29])=[CH:9][C:8]3[C:13](=[CH:14][CH:15]=[C:6]([C:4](=[N:2][OH:3])[NH2:5])[CH:7]=3)[C:12]2=[O:16])=[CH:18][CH:19]=1. (4) Reactant: [O:1]=[C:2]1[O:6][C@H:5]([C:7]([NH:9][CH2:10][C:11]([OH:13])=O)=[O:8])[CH2:4][CH2:3]1.[NH2:14][C:15]1[CH:45]=[CH:44][C:18]2[NH:19][C:20]([C:22]3[C:26]([C:27]([NH:29][CH:30]4[CH2:35][CH2:34][N:33](C(OC(C)(C)C)=O)[CH2:32][CH2:31]4)=[O:28])=[C:25]([CH3:43])[NH:24][N:23]=3)=[N:21][C:17]=2[CH:16]=1.CCN=C=NCCCN(C)C.Cl.C1C=CC2N(O)N=NC=2C=1.CCN(C(C)C)C(C)C. The catalyst class is: 18. Product: [CH3:43][C:25]1[NH:24][N:23]=[C:22]([C:20]2[NH:19][C:18]3[CH:44]=[CH:45][C:15]([NH:14][C:11](=[O:13])[CH2:10][NH:9][C:7]([C@@H:5]4[CH2:4][CH2:3][C:2](=[O:1])[O:6]4)=[O:8])=[CH:16][C:17]=3[N:21]=2)[C:26]=1[C:27]([NH:29][CH:30]1[CH2:35][CH2:34][NH:33][CH2:32][CH2:31]1)=[O:28]. (5) Reactant: [Br:1]Br.[CH3:3][C:4]1[CH:9]=[CH:8][C:7]([CH3:10])=[CH:6][C:5]=1[O:11][CH3:12]. Product: [Br:1][C:8]1[C:7]([CH3:10])=[CH:6][C:5]([O:11][CH3:12])=[C:4]([CH3:3])[CH:9]=1. The catalyst class is: 292. (6) Reactant: [OH:1][CH2:2][C@H:3]1[CH2:8][O:7][CH:6]([CH2:9][NH:10][C:11](=[O:17])[O:12][C:13]([CH3:16])([CH3:15])[CH3:14])[CH2:5][CH2:4]1.[F:18][C:19]1[CH:20]=[C:21](O)[CH:22]=[CH:23][C:24]=1[F:25].C1C=CC(P(C2C=CC=CC=2)C2C=CC=CC=2)=CC=1.CC(OC(/N=N/C(OC(C)C)=O)=O)C. Product: [F:18][C:19]1[CH:20]=[C:21]([CH:22]=[CH:23][C:24]=1[F:25])[O:1][CH2:2][C@H:3]1[CH2:8][O:7][C@@H:6]([CH2:9][NH:10][C:11](=[O:17])[O:12][C:13]([CH3:14])([CH3:16])[CH3:15])[CH2:5][CH2:4]1. The catalyst class is: 49. (7) The catalyst class is: 5. Product: [Cl:1][C:2]1[N:3]=[C:4]([C:9]([NH:11][CH:12]2[CH2:15][N:14]([C:16]3[CH:17]=[C:18]([CH:24]=[CH:25][CH:26]=3)[C:19]([OH:21])=[O:20])[CH2:13]2)=[O:10])[NH:5][C:6]=1[CH2:7][CH3:8]. Reactant: [Cl:1][C:2]1[N:3]=[C:4]([C:9]([NH:11][CH:12]2[CH2:15][N:14]([C:16]3[CH:17]=[C:18]([CH:24]=[CH:25][CH:26]=3)[C:19]([O:21]CC)=[O:20])[CH2:13]2)=[O:10])[NH:5][C:6]=1[CH2:7][CH3:8].[OH-].[Li+].O.